Dataset: Forward reaction prediction with 1.9M reactions from USPTO patents (1976-2016). Task: Predict the product of the given reaction. (1) Given the reactants Br[CH2:2][C:3]([C:5]1[CH:10]=[C:9]([Br:11])[CH:8]=[CH:7][C:6]=1[O:12][CH3:13])=O.[N:14]1[CH:19]=[CH:18][CH:17]=[CH:16][C:15]=1[NH2:20], predict the reaction product. The product is: [Br:11][C:9]1[CH:8]=[CH:7][C:6]([O:12][CH3:13])=[C:5]([C:3]2[N:20]=[C:15]3[CH:16]=[CH:17][CH:18]=[CH:19][N:14]3[CH:2]=2)[CH:10]=1. (2) Given the reactants [NH2:1][C:2]1[CH:7]=[CH:6][CH:5]=[C:4]([C:8]2[CH:13]=[CH:12][N:11]=[C:10]3[NH:14][C:15]([C:17]4[CH:18]=[N:19][N:20]([CH3:22])[CH:21]=4)=[N:16][C:9]=23)[C:3]=1[CH2:23][OH:24].[CH:25]1([C:28]2[N:33]=[CH:32][C:31]([C:34](OC)=[O:35])=[CH:30][CH:29]=2)[CH2:27][CH2:26]1, predict the reaction product. The product is: [CH:25]1([C:28]2[N:33]=[CH:32][C:31]([C:34]([NH:1][C:2]3[CH:7]=[CH:6][CH:5]=[C:4]([C:8]4[CH:13]=[CH:12][N:11]=[C:10]5[NH:14][C:15]([C:17]6[CH:18]=[N:19][N:20]([CH3:22])[CH:21]=6)=[N:16][C:9]=45)[C:3]=3[CH2:23][OH:24])=[O:35])=[CH:30][CH:29]=2)[CH2:27][CH2:26]1. (3) The product is: [C:26]([NH:19][C:18]1[CH:17]=[CH:16][S:15][C:14]=1[C:9]1[N:10]([CH3:13])[C:11](=[O:12])[C:6]([OH:5])=[C:7]([C:20]([OH:22])=[O:21])[N:8]=1)(=[O:33])[C:27]1[CH:32]=[CH:31][CH:30]=[CH:29][CH:28]=1. Given the reactants CC(C)(C)C([O:5][C:6]1[C:11](=[O:12])[N:10]([CH3:13])[C:9]([C:14]2[S:15][CH:16]=[CH:17][C:18]=2[NH2:19])=[N:8][C:7]=1[C:20]([O:22]C)=[O:21])=O.[C:26](Cl)(=[O:33])[C:27]1[CH:32]=[CH:31][CH:30]=[CH:29][CH:28]=1, predict the reaction product. (4) Given the reactants [F:1][C:2]1[CH:7]=[CH:6][CH:5]=[CH:4][C:3]=1[CH3:8].[C:9](Cl)(=[O:11])[CH3:10].[Al+3].[Cl-].[Cl-].[Cl-], predict the reaction product. The product is: [F:1][C:2]1[CH:7]=[CH:6][C:5]([C:9](=[O:11])[CH3:10])=[CH:4][C:3]=1[CH3:8]. (5) Given the reactants C(OC(O[CH2:8][CH3:9])CBr)C.C(O)C.C(=O)([O-])O.[Na+].[NH2:18][C:19]1[CH:24]=[C:23]([CH3:25])[N:22]=[CH:21][N:20]=1, predict the reaction product. The product is: [CH3:25][C:23]1[N:22]=[CH:21][N:20]2[CH:8]=[CH:9][N:18]=[C:19]2[CH:24]=1.